Dataset: Catalyst prediction with 721,799 reactions and 888 catalyst types from USPTO. Task: Predict which catalyst facilitates the given reaction. Reactant: C[O:2][C:3](=O)[N:4]([CH2:10][CH2:11][C:12]1[CH:17]=[CH:16][CH:15]=[CH:14][C:13]=1[Br:18])[CH2:5][CH2:6][CH2:7][CH2:8][CH3:9].FC(F)(F)S(OS(C(F)(F)F)(=O)=O)(=O)=O. Product: [Br:18][C:13]1[CH:14]=[CH:15][CH:16]=[C:17]2[C:12]=1[CH2:11][CH2:10][N:4]([CH2:5][CH2:6][CH2:7][CH2:8][CH3:9])[C:3]2=[O:2]. The catalyst class is: 112.